From a dataset of Catalyst prediction with 721,799 reactions and 888 catalyst types from USPTO. Predict which catalyst facilitates the given reaction. (1) Reactant: [OH:1][B:2]1[C:6]2[CH:7]=[C:8]([OH:12])[CH:9]=[C:10]([CH3:11])[C:5]=2[CH:4]([CH2:13][C:14]([O:16]CC)=[O:15])[O:3]1.[H-].[Na+].I[CH:22]([CH3:24])[CH3:23].[OH-].[Li+].Cl. Product: [OH:1][B:2]1[C:6]2[CH:7]=[C:8]([O:12][CH:22]([CH3:24])[CH3:23])[CH:9]=[C:10]([CH3:11])[C:5]=2[CH:4]([CH2:13][C:14]([OH:16])=[O:15])[O:3]1. The catalyst class is: 18. (2) Reactant: [Cl:1][C:2]1[CH:3]=[C:4]([C@H:9]2[C:18]3[C:13](=[CH:14][CH:15]=[CH:16][CH:17]=3)/[C:12](=[N:19]\O)/[C:11]([CH3:22])([CH3:21])[CH2:10]2)[CH:5]=[CH:6][C:7]=1[Cl:8]. Product: [Cl:1][C:2]1[CH:3]=[C:4]([C@H:9]2[C:18]3[C:13](=[CH:14][CH:15]=[CH:16][CH:17]=3)[C@H:12]([NH2:19])[C:11]([CH3:22])([CH3:21])[CH2:10]2)[CH:5]=[CH:6][C:7]=1[Cl:8]. The catalyst class is: 285. (3) Product: [Cl:9][C:10]1[N:11]=[C:12]([N:4]([CH3:3])[S:5]([CH3:8])(=[O:7])=[O:6])[C:13]([F:17])=[C:14]([Cl:16])[N:15]=1. Reactant: [H-].[Na+].[CH3:3][NH:4][S:5]([CH3:8])(=[O:7])=[O:6].[Cl:9][C:10]1[N:15]=[C:14]([Cl:16])[C:13]([F:17])=[C:12](Cl)[N:11]=1. The catalyst class is: 198. (4) Reactant: Br[C:2]1[C:3]([C:17]2[CH:22]=[CH:21][CH:20]=[CH:19][CH:18]=2)=[CH:4][C:5]2[N:10]([CH2:11][CH:12]3[CH2:14][CH2:13]3)[C:9](=[O:15])[CH2:8][O:7][C:6]=2[N:16]=1.CC1(C)C(C)(C)OB([C:31]2[CH:45]=[CH:44][C:34]([CH2:35][NH:36][C:37](=[O:43])[O:38][C:39]([CH3:42])([CH3:41])[CH3:40])=[CH:33][CH:32]=2)O1.C(=O)([O-])[O-].[Cs+].[Cs+]. Product: [CH:12]1([CH2:11][N:10]2[C:9](=[O:15])[CH2:8][O:7][C:6]3[N:16]=[C:2]([C:31]4[CH:45]=[CH:44][C:34]([CH2:35][NH:36][C:37](=[O:43])[O:38][C:39]([CH3:40])([CH3:41])[CH3:42])=[CH:33][CH:32]=4)[C:3]([C:17]4[CH:22]=[CH:21][CH:20]=[CH:19][CH:18]=4)=[CH:4][C:5]2=3)[CH2:14][CH2:13]1. The catalyst class is: 38. (5) Reactant: [BH4-].[Na+].[CH:3]([C:5]1[CH:6]=[CH:7][C:8]([O:13][C:14]2[CH:19]=[CH:18][CH:17]=[C:16]([C:20]([F:23])([F:22])[F:21])[CH:15]=2)=[C:9]([CH:12]=1)[C:10]#[N:11])=[O:4]. Product: [OH:4][CH2:3][C:5]1[CH:6]=[CH:7][C:8]([O:13][C:14]2[CH:19]=[CH:18][CH:17]=[C:16]([C:20]([F:21])([F:22])[F:23])[CH:15]=2)=[C:9]([CH:12]=1)[C:10]#[N:11]. The catalyst class is: 5.